From a dataset of Forward reaction prediction with 1.9M reactions from USPTO patents (1976-2016). Predict the product of the given reaction. (1) Given the reactants [SH:1][CH2:2][CH2:3][OH:4].[O:5]=[C:6]([C:15]1[CH:24]=[CH:23][C:18]2[NH:19][C:20](=[O:22])[NH:21][C:17]=2[CH:16]=1)[CH2:7]SCCC(OC)=O.C(=O)([O-])[O-].[K+].[K+], predict the reaction product. The product is: [OH:4][CH2:3][CH2:2][S:1][CH2:7][C:6]([C:15]1[CH:24]=[CH:23][C:18]2[NH:19][C:20](=[O:22])[NH:21][C:17]=2[CH:16]=1)=[O:5]. (2) Given the reactants [NH2:1][C:2]1[C:11]2[C:6](=[C:7](Br)[CH:8]=[CH:9][CH:10]=2)[N:5]=[N:4][C:3]=1[C:13]([NH:15][CH2:16][CH2:17][CH3:18])=[O:14].[F:19][C:20]1[CH:25]=[CH:24][C:23]([C:26]([F:29])([F:28])[F:27])=[CH:22][C:21]=1B(O)O, predict the reaction product. The product is: [NH2:1][C:2]1[C:11]2[C:6](=[C:7]([C:21]3[CH:22]=[C:23]([C:26]([F:28])([F:29])[F:27])[CH:24]=[CH:25][C:20]=3[F:19])[CH:8]=[CH:9][CH:10]=2)[N:5]=[N:4][C:3]=1[C:13]([NH:15][CH2:16][CH2:17][CH3:18])=[O:14]. (3) Given the reactants CC1(C)C(C)(C)OB([C:9]2[CH:10]=[CH:11][C:12]([N:15]3[CH2:20][CH2:19][N:18]([C:21]([O:23][C:24]([CH3:27])([CH3:26])[CH3:25])=[O:22])[CH2:17][CH:16]3[C:28]([F:31])([F:30])[F:29])=[N:13][CH:14]=2)O1.Br[C:34]1[CH:39]=[CH:38][C:37]([N:40]2[C:44](=[O:45])[N:43]([CH2:46][CH2:47][CH3:48])[N:42]=[CH:41]2)=[C:36]([F:49])[CH:35]=1.C(=O)([O-])[O-].[Na+].[Na+], predict the reaction product. The product is: [F:49][C:36]1[CH:35]=[C:34]([C:9]2[CH:10]=[CH:11][C:12]([N:15]3[CH2:20][CH2:19][N:18]([C:21]([O:23][C:24]([CH3:27])([CH3:25])[CH3:26])=[O:22])[CH2:17][CH:16]3[C:28]([F:29])([F:30])[F:31])=[N:13][CH:14]=2)[CH:39]=[CH:38][C:37]=1[N:40]1[C:44](=[O:45])[N:43]([CH2:46][CH2:47][CH3:48])[N:42]=[CH:41]1. (4) The product is: [CH2:44]([N:14]1[C@@H:15]([CH2:36][C:37]([CH3:38])([CH3:40])[CH3:39])[C@@:16]([C:28]2[CH:33]=[CH:32][C:31]([Cl:34])=[CH:30][C:29]=2[F:35])([C:26]#[N:27])[C@@H:17]([C:18]2[CH:23]=[CH:22][CH:21]=[C:20]([Cl:24])[C:19]=2[F:25])[C@@H:13]1[C:11]([NH:10][C:7]1[CH:8]=[CH:9][C:4]([C:3]([OH:2])=[O:43])=[C:5]([O:41][CH3:42])[CH:6]=1)=[O:12])[CH2:45][CH2:46][CH3:47]. Given the reactants C[O:2][C:3](=[O:43])[C:4]1[CH:9]=[CH:8][C:7]([NH:10][C:11]([C@H:13]2[C@H:17]([C:18]3[CH:23]=[CH:22][CH:21]=[C:20]([Cl:24])[C:19]=3[F:25])[C@:16]([C:28]3[CH:33]=[CH:32][C:31]([Cl:34])=[CH:30][C:29]=3[F:35])([C:26]#[N:27])[C@H:15]([CH2:36][C:37]([CH3:40])([CH3:39])[CH3:38])[NH:14]2)=[O:12])=[CH:6][C:5]=1[O:41][CH3:42].[CH:44](=O)[CH2:45][CH2:46][CH3:47].C(O[BH-](OC(=O)C)OC(=O)C)(=O)C.[Na+].[Li+].[OH-], predict the reaction product. (5) Given the reactants [NH2:1][C:2]1[S:3][C:4]([C:8]([NH:10][CH2:11][C:12]2[CH:17]=[CH:16][CH:15]=[CH:14][CH:13]=2)=[O:9])=[C:5]([CH3:7])[N:6]=1.S([N:28]=[N+:29]=[N-])(C1C=CC(C)=CC=1)(=O)=O, predict the reaction product. The product is: [N:1]([C:2]1[S:3][C:4]([C:8]([NH:10][CH2:11][C:12]2[CH:17]=[CH:16][CH:15]=[CH:14][CH:13]=2)=[O:9])=[C:5]([CH3:7])[N:6]=1)=[N+:28]=[N-:29]. (6) Given the reactants [Cl:1][C:2]1[C:3]([N:8]2[CH2:13][CH2:12][N:11]([CH2:14][C:15]3[CH:16]=[N:17][N:18]([CH3:21])[C:19]=3[CH3:20])[CH2:10][CH2:9]2)=[N:4][CH:5]=[CH:6][N:7]=1.[CH3:22][O:23][C:24]([NH:26][C:27]1[CH:32]=[CH:31][C:30](B(O)O)=[CH:29][CH:28]=1)=[O:25].C(=O)([O-])[O-].[K+].[K+].O, predict the reaction product. The product is: [ClH:1].[CH3:22][O:23][C:24](=[O:25])[NH:26][C:27]1[CH:28]=[CH:29][C:30]([C:2]2[C:3]([N:8]3[CH2:13][CH2:12][N:11]([CH2:14][C:15]4[CH:16]=[N:17][N:18]([CH3:21])[C:19]=4[CH3:20])[CH2:10][CH2:9]3)=[N:4][CH:5]=[CH:6][N:7]=2)=[CH:31][CH:32]=1. (7) Given the reactants [C:1]1([CH2:8][OH:9])([CH2:6][OH:7])[CH2:5][CH:4]=[CH:3][CH2:2]1.C(N(CC)CC)C.[S:17](Cl)([C:20]1[CH:26]=[CH:25][C:23]([CH3:24])=[CH:22][CH:21]=1)(=[O:19])=[O:18], predict the reaction product. The product is: [CH3:24][C:23]1[CH:25]=[CH:26][C:20]([S:17]([O:7][CH2:6][C:1]2([CH2:8][OH:9])[CH2:5][CH:4]=[CH:3][CH2:2]2)(=[O:19])=[O:18])=[CH:21][CH:22]=1. (8) Given the reactants Cl.[F:2][C:3]1[C:8]([NH:9][C:10]2[C:15]([C:16]3[N:24]=[CH:23][N:22]=[C:21]4[C:17]=3[N:18]=[CH:19][N:20]4C3CCCCO3)=[CH:14][CH:13]=[CH:12][N:11]=2)=[C:7]([F:31])[CH:6]=[CH:5][C:4]=1[NH:32][S:33]([C:36]1[CH:40]=[CH:39][O:38][CH:37]=1)(=[O:35])=[O:34], predict the reaction product. The product is: [N:24]1[C:16]([C:15]2[C:10]([NH:9][C:8]3[C:3]([F:2])=[C:4]([NH:32][S:33]([C:36]4[CH:40]=[CH:39][O:38][CH:37]=4)(=[O:34])=[O:35])[CH:5]=[CH:6][C:7]=3[F:31])=[N:11][CH:12]=[CH:13][CH:14]=2)=[C:17]2[C:21]([NH:20][CH:19]=[N:18]2)=[N:22][CH:23]=1. (9) Given the reactants C([O:4][CH2:5][C:6]1[C:7]([N:33]2[CH2:45][CH2:44][N:36]3[C:37]4[CH2:38][CH2:39][CH2:40][CH2:41][C:42]=4[CH:43]=[C:35]3[C:34]2=[O:46])=[N:8][CH:9]=[CH:10][C:11]=1[C:12]1[CH:17]=[C:16]([NH:18][C:19]2[CH:24]=[CH:23][C:22]([N:25]3[CH2:30][CH2:29][NH:28][CH2:27][CH2:26]3)=[CH:21][N:20]=2)[C:15](=[O:31])[N:14]([CH3:32])[CH:13]=1)(=O)C.[Li+].[OH-], predict the reaction product. The product is: [OH:4][CH2:5][C:6]1[C:7]([N:33]2[CH2:45][CH2:44][N:36]3[C:37]4[CH2:38][CH2:39][CH2:40][CH2:41][C:42]=4[CH:43]=[C:35]3[C:34]2=[O:46])=[N:8][CH:9]=[CH:10][C:11]=1[C:12]1[CH:17]=[C:16]([NH:18][C:19]2[CH:24]=[CH:23][C:22]([N:25]3[CH2:30][CH2:29][NH:28][CH2:27][CH2:26]3)=[CH:21][N:20]=2)[C:15](=[O:31])[N:14]([CH3:32])[CH:13]=1. (10) Given the reactants C(C1[CH:4]=[C:5]([C:16]([NH:18][CH2:19][C:20]2[C:21](=[O:30])[NH:22][C:23]([CH3:29])=[CH:24][C:25]=2[CH2:26][CH2:27][CH3:28])=[O:17])[C:6]2[C:7]([CH3:15])=[CH:8][N:9]([CH:12]([CH3:14])[CH3:13])[C:10]=2[CH:11]=1)#N.[OH-].[K+].C(O)C.CC[O:38][C:39]([CH3:41])=[O:40], predict the reaction product. The product is: [CH3:15][C:7]1[C:6]2[C:10](=[CH:11][C:41]([C:39]([OH:38])=[O:40])=[CH:4][C:5]=2[C:16]([NH:18][CH2:19][C:20]2[C:21](=[O:30])[NH:22][C:23]([CH3:29])=[CH:24][C:25]=2[CH2:26][CH2:27][CH3:28])=[O:17])[N:9]([CH:12]([CH3:13])[CH3:14])[CH:8]=1.